This data is from Reaction yield outcomes from USPTO patents with 853,638 reactions. The task is: Predict the reaction yield, written as a fraction of the theoretical maximum amount of product (1.0 means a 100% yield; for example, 0.34 means a 34% yield). (1) The reactants are Cl[C:2]1[CH:3]=[C:4]([C:9]2[N:13]3[CH:14]=[CH:15][C:16]([C:19]([OH:22])([CH3:21])[CH3:20])=[C:17]([F:18])[C:12]3=[N:11][CH:10]=2)[CH:5]=[CH:6][C:7]=1[F:8].[Cl:23][C:24]1[CH:25]=[C:26](B(O)O)[CH:27]=[C:28]([Cl:30])[CH:29]=1. No catalyst specified. The product is [Cl:23][C:24]1[CH:25]=[C:26]([C:2]2[CH:3]=[C:4]([C:9]3[N:13]4[CH:14]=[CH:15][C:16]([C:19]([OH:22])([CH3:21])[CH3:20])=[C:17]([F:18])[C:12]4=[N:11][CH:10]=3)[CH:5]=[CH:6][C:7]=2[F:8])[CH:27]=[C:28]([Cl:30])[CH:29]=1. The yield is 0.0200. (2) The reactants are [CH3:1][O-:2].[Na+].Cl[C:5]1[CH:12]=[CH:11][C:8]([C:9]#[N:10])=[CH:7][N:6]=1.O. The catalyst is CN(C)C=O. The product is [CH3:1][O:2][C:5]1[N:6]=[CH:7][C:8]([C:9]#[N:10])=[CH:11][CH:12]=1. The yield is 0.780.